This data is from Reaction yield outcomes from USPTO patents with 853,638 reactions. The task is: Predict the reaction yield, written as a fraction of the theoretical maximum amount of product (1.0 means a 100% yield; for example, 0.34 means a 34% yield). (1) The reactants are [C:1]([C:3]1[CH:4]=[CH:5][C:6]([NH:10][C:11]([C:13]2[C:17]3[N:18]=[C:19]([NH:22][C@@H:23]4[CH2:28][CH2:27][CH2:26][CH2:25][C@@H:24]4[NH:29]C(=O)OC(C)(C)C)[N:20]=[CH:21][C:16]=3[S:15][CH:14]=2)=[O:12])=[N:7][C:8]=1[CH3:9])#[N:2]. The catalyst is C(O)(C(F)(F)F)=O.ClCCl. The product is [C:1]([C:3]1[CH:4]=[CH:5][C:6]([NH:10][C:11]([C:13]2[C:17]3[N:18]=[C:19]([NH:22][C@@H:23]4[CH2:28][CH2:27][CH2:26][CH2:25][C@@H:24]4[NH2:29])[N:20]=[CH:21][C:16]=3[S:15][CH:14]=2)=[O:12])=[N:7][C:8]=1[CH3:9])#[N:2]. The yield is 0.799. (2) The reactants are [NH2:1][C@@H:2]1[CH2:10][C:9]2[C:4](=[CH:5][CH:6]=[C:7]([CH2:11][C:12]3[CH:13]=[C:14]([CH:19]=[C:20]([C:22]([F:25])([F:24])[F:23])[CH:21]=3)[C:15]([O:17][CH3:18])=[O:16])[CH:8]=2)[CH2:3]1.CCN(C(C)C)C(C)C.[F:35][C:36]([F:49])([F:48])[S:37](O[S:37]([C:36]([F:49])([F:48])[F:35])(=[O:39])=[O:38])(=[O:39])=[O:38]. The catalyst is C(Cl)Cl. The product is [F:25][C:22]([F:23])([F:24])[C:20]1[CH:19]=[C:14]([CH:13]=[C:12]([CH2:11][C:7]2[CH:8]=[C:9]3[C:4](=[CH:5][CH:6]=2)[CH2:3][C@H:2]([NH:1][S:37]([C:36]([F:49])([F:48])[F:35])(=[O:39])=[O:38])[CH2:10]3)[CH:21]=1)[C:15]([O:17][CH3:18])=[O:16]. The yield is 0.575. (3) The reactants are Cl[C:2]1[N:7]=[C:6]([NH:8][C:9]2[CH:14]=[CH:13][CH:12]=[C:11]([O:15]C3CCCCO3)[CH:10]=2)[C:5]([Cl:22])=[CH:4][N:3]=1.[NH2:23][C:24]1[CH:25]=[C:26]([CH2:30][CH2:31][OH:32])[CH:27]=[CH:28][CH:29]=1. No catalyst specified. The product is [Cl:22][C:5]1[C:6]([NH:8][C:9]2[CH:10]=[C:11]([OH:15])[CH:12]=[CH:13][CH:14]=2)=[N:7][C:2]([NH:23][C:24]2[CH:29]=[CH:28][CH:27]=[C:26]([CH2:30][CH2:31][OH:32])[CH:25]=2)=[N:3][CH:4]=1. The yield is 0.650. (4) The reactants are [CH:1]1([C:4]2[CH:5]=[N:6][N:7]([C:9]3[CH:14]=[CH:13][C:12]([N+:15]([O-])=O)=[CH:11][N:10]=3)[CH:8]=2)[CH2:3][CH2:2]1. The catalyst is C(OCC)(=O)C.[OH-].[OH-].[Pd+2]. The product is [CH:1]1([C:4]2[CH:5]=[N:6][N:7]([C:9]3[N:10]=[CH:11][C:12]([NH2:15])=[CH:13][CH:14]=3)[CH:8]=2)[CH2:3][CH2:2]1. The yield is 0.380.